This data is from Reaction yield outcomes from USPTO patents with 853,638 reactions. The task is: Predict the reaction yield, written as a fraction of the theoretical maximum amount of product (1.0 means a 100% yield; for example, 0.34 means a 34% yield). (1) The reactants are [NH:1]1[C:9]2[C:4](=[CH:5][C:6]([CH:10]([C:16]3[CH:21]=[CH:20][CH:19]=[CH:18][CH:17]=3)[CH:11]([CH3:15])[C:12]([OH:14])=O)=[CH:7][CH:8]=2)[CH:3]=[N:2]1.[S:22]1[CH:26]=[N:25][N:24]=[C:23]1[NH2:27]. No catalyst specified. The product is [NH:1]1[C:9]2[C:4](=[CH:5][C:6]([CH:10]([C:16]3[CH:21]=[CH:20][CH:19]=[CH:18][CH:17]=3)[CH:11]([CH3:15])[C:12]([NH:27][C:23]3[S:22][CH:26]=[N:25][N:24]=3)=[O:14])=[CH:7][CH:8]=2)[CH:3]=[N:2]1. The yield is 0.420. (2) The reactants are [Cl:1][C:2]1[CH:3]=[C:4]([NH:9][C:10]2[C:11]3[CH2:18][C:17](=[O:19])[NH:16][C:12]=3[N:13]=[CH:14][N:15]=2)[CH:5]=[CH:6][C:7]=1[F:8].[CH2:20]([N:22]1[CH2:27][CH2:26][N:25]([C:28]([C:30]2[NH:34][C:33]([CH:35]=O)=[C:32]([CH3:37])[CH:31]=2)=[O:29])[CH2:24][CH2:23]1)[CH3:21]. The catalyst is N1CCCCC1.C(O)C. The product is [Cl:1][C:2]1[CH:3]=[C:4]([NH:9][C:10]2[C:11]3[C:18](=[CH:35][C:33]4[NH:34][C:30]([C:28]([N:25]5[CH2:24][CH2:23][N:22]([CH2:20][CH3:21])[CH2:27][CH2:26]5)=[O:29])=[CH:31][C:32]=4[CH3:37])[C:17](=[O:19])[NH:16][C:12]=3[N:13]=[CH:14][N:15]=2)[CH:5]=[CH:6][C:7]=1[F:8]. The yield is 0.730.